From a dataset of Peptide-MHC class II binding affinity with 134,281 pairs from IEDB. Regression. Given a peptide amino acid sequence and an MHC pseudo amino acid sequence, predict their binding affinity value. This is MHC class II binding data. (1) The peptide sequence is AEMKTDAATLAQEAG. The MHC is DRB3_0101 with pseudo-sequence DRB3_0101. The binding affinity (normalized) is 0.663. (2) The peptide sequence is KVYLAWVPAHKGIGG. The MHC is DRB1_0701 with pseudo-sequence DRB1_0701. The binding affinity (normalized) is 0.521. (3) The peptide sequence is RSPISNMVSMANNHM. The MHC is HLA-DPA10201-DPB11401 with pseudo-sequence HLA-DPA10201-DPB11401. The binding affinity (normalized) is 0.0298. (4) The peptide sequence is PAAAYATATPAAATA. The MHC is DRB1_0802 with pseudo-sequence DRB1_0802. The binding affinity (normalized) is 0.917. (5) The peptide sequence is VILLNYVLKSLTR. The MHC is DRB1_1501 with pseudo-sequence DRB1_1501. The binding affinity (normalized) is 0.502. (6) The peptide sequence is EDDLLNRNNTFKPFA. The MHC is HLA-DPA10201-DPB10501 with pseudo-sequence HLA-DPA10201-DPB10501. The binding affinity (normalized) is 0.123. (7) The peptide sequence is GWIISNIFGAIPVLG. The MHC is DRB1_0405 with pseudo-sequence DRB1_0405. The binding affinity (normalized) is 0.613.